From a dataset of Catalyst prediction with 721,799 reactions and 888 catalyst types from USPTO. Predict which catalyst facilitates the given reaction. (1) Reactant: [C:1]1([C:7]2[N:8]=[CH:9][N:10]([C:12]([C:25]3[CH:30]=[CH:29][CH:28]=[CH:27][CH:26]=3)([C:19]3[CH:24]=[CH:23][CH:22]=[CH:21][CH:20]=3)[C:13]3[CH:18]=[CH:17][CH:16]=[CH:15][CH:14]=3)[CH:11]=2)[CH:6]=[CH:5][CH:4]=[CH:3][CH:2]=1.[Li]CCCC.[Si:36]([O:43][C:44]1[C:45]([F:55])=[C:46]([CH:49]=[C:50]([O:52][CH2:53][CH3:54])[CH:51]=1)[CH:47]=[O:48])([C:39]([CH3:42])([CH3:41])[CH3:40])([CH3:38])[CH3:37].[NH4+].[Cl-]. Product: [Si:36]([O:43][C:44]1[C:45]([F:55])=[C:46]([CH:47]([C:9]2[N:10]([C:12]([C:25]3[CH:26]=[CH:27][CH:28]=[CH:29][CH:30]=3)([C:13]3[CH:18]=[CH:17][CH:16]=[CH:15][CH:14]=3)[C:19]3[CH:20]=[CH:21][CH:22]=[CH:23][CH:24]=3)[CH:11]=[C:7]([C:1]3[CH:6]=[CH:5][CH:4]=[CH:3][CH:2]=3)[N:8]=2)[OH:48])[CH:49]=[C:50]([O:52][CH2:53][CH3:54])[CH:51]=1)([C:39]([CH3:40])([CH3:42])[CH3:41])([CH3:38])[CH3:37]. The catalyst class is: 49. (2) Reactant: [Cl:1][C:2]1[CH:3]=[CH:4][C:5]([O:15][CH2:16][C:17]2[CH:22]=[CH:21][CH:20]=[C:19]([F:23])[C:18]=2[F:24])=[C:6]([C:8](=O)[CH2:9][CH2:10][C:11](=O)[CH3:12])[CH:7]=1.[CH3:25][O:26][C:27](=[O:39])[C:28]1[CH:33]=[C:32]([C:34]([F:37])([F:36])[F:35])[CH:31]=[C:30]([NH2:38])[CH:29]=1.CC1C=CC(S(O)(=O)=O)=CC=1. Product: [CH3:25][O:26][C:27](=[O:39])[C:28]1[CH:33]=[C:32]([C:34]([F:37])([F:36])[F:35])[CH:31]=[C:30]([N:38]2[C:11]([CH3:12])=[CH:10][CH:9]=[C:8]2[C:6]2[CH:7]=[C:2]([Cl:1])[CH:3]=[CH:4][C:5]=2[O:15][CH2:16][C:17]2[CH:22]=[CH:21][CH:20]=[C:19]([F:23])[C:18]=2[F:24])[CH:29]=1. The catalyst class is: 291. (3) Reactant: [CH3:1][N:2]([CH2:4][C-:5]1[CH:9]=[CH:8][CH:7]=[C:6]1[Si:10]([CH3:13])([CH3:12])[CH3:11])[CH3:3].[C-:14]1([Si:19]([CH3:22])([CH3:21])[CH3:20])[CH:18]=[CH:17][CH:16]=[CH:15]1.[Fe+2:23].C([Li])CCC.C(=O)=O.CC(C)=O.[CH3:36][N+:37]([CH3:39])=[CH2:38].[I-]. Product: [CH3:36][N:37]([CH2:39][C-:9]1[CH:8]=[CH:7][C:6]([Si:10]([CH3:11])([CH3:13])[CH3:12])=[C:5]1[CH2:4][N:2]([CH3:1])[CH3:3])[CH3:38].[C-:14]1([Si:19]([CH3:22])([CH3:21])[CH3:20])[CH:18]=[CH:17][CH:16]=[CH:15]1.[Fe+2:23]. The catalyst class is: 385.